From a dataset of Full USPTO retrosynthesis dataset with 1.9M reactions from patents (1976-2016). Predict the reactants needed to synthesize the given product. (1) The reactants are: C(=O)([O-])[O-].[K+].[K+].[CH:7]1[CH:12]=[CH:11][C:10]([NH:13][C:14]2[CH:19]=[CH:18][CH:17]=[C:16]([OH:20])[CH:15]=2)=[CH:9][CH:8]=1.[CH2:21]([O:23][C:24]([C:26]1[C:27]2[S:35][CH:34]=[C:33]([CH2:36]Br)[C:28]=2[C:29]([Cl:32])=[N:30][CH:31]=1)=[O:25])[CH3:22]. Given the product [CH2:21]([O:23][C:24]([C:26]1[C:27]2[S:35][CH:34]=[C:33]([CH2:36][O:20][C:16]3[CH:17]=[CH:18][CH:19]=[C:14]([NH:13][C:10]4[CH:9]=[CH:8][CH:7]=[CH:12][CH:11]=4)[CH:15]=3)[C:28]=2[C:29]([Cl:32])=[N:30][CH:31]=1)=[O:25])[CH3:22], predict the reactants needed to synthesize it. (2) Given the product [N:24]1([CH2:31][CH2:32][CH2:33][N:34]([CH3:35])[C:20]([CH:17]2[CH2:18][CH2:19][N:14]([CH2:13][C:11]3[N:12]=[C:8]([C:5]4[CH:6]=[CH:7][C:2]([Cl:1])=[CH:3][CH:4]=4)[O:9][C:10]=3[CH3:23])[CH2:15][CH2:16]2)=[O:22])[CH2:30][CH2:29][CH2:28][CH2:27][CH2:26][CH2:25]1, predict the reactants needed to synthesize it. The reactants are: [Cl:1][C:2]1[CH:7]=[CH:6][C:5]([C:8]2[O:9][C:10]([CH3:23])=[C:11]([CH2:13][N:14]3[CH2:19][CH2:18][CH:17]([C:20]([OH:22])=O)[CH2:16][CH2:15]3)[N:12]=2)=[CH:4][CH:3]=1.[N:24]1([CH2:31][CH2:32][CH2:33][NH:34][CH3:35])[CH2:30][CH2:29][CH2:28][CH2:27][CH2:26][CH2:25]1.CCN(C(C)C)C(C)C.C(Cl)CCl. (3) Given the product [F:31][C:15]1[CH:14]=[C:13]([C:11]2[CH:10]=[N:9][N:8]([CH:7]([CH:33]=[O:34])[C:6]([O:5][CH2:1][CH3:2])=[O:32])[CH:12]=2)[C:25]2[C:24]3[C:19](=[CH:20][CH:21]=[CH:22][CH:23]=3)[C:18]([OH:30])([C:26]([F:29])([F:28])[F:27])[C:17]=2[CH:16]=1, predict the reactants needed to synthesize it. The reactants are: [C:1]([O:5][C:6](=[O:32])[CH2:7][N:8]1[CH:12]=[C:11]([C:13]2[C:25]3[C:24]4[C:19](=[CH:20][CH:21]=[CH:22][CH:23]=4)[C:18]([OH:30])([C:26]([F:29])([F:28])[F:27])[C:17]=3[CH:16]=[C:15]([F:31])[CH:14]=2)[CH:10]=[N:9]1)(C)(C)[CH3:2].[CH:33](OCC)=[O:34].[H-].[Na+].Cl. (4) Given the product [CH2:1]([N:8]1[CH2:13][CH2:12][C:11]([C:16]2[CH:17]=[CH:18][CH:19]=[CH:20][CH:21]=2)([OH:14])[CH2:10][CH2:9]1)[C:2]1[CH:3]=[CH:4][CH:5]=[CH:6][CH:7]=1, predict the reactants needed to synthesize it. The reactants are: [CH2:1]([N:8]1[CH2:13][CH2:12][C:11](=[O:14])[CH2:10][CH2:9]1)[C:2]1[CH:7]=[CH:6][CH:5]=[CH:4][CH:3]=1.[Li][C:16]1[CH:17]=[CH:18][CH:19]=[CH:20][CH:21]=1. (5) Given the product [C:26]1([CH:25]([C:32]2[CH:33]=[CH:34][CH:35]=[CH:36][CH:37]=2)[CH2:24][N:15]([CH2:16][C:17]2[CH:22]=[CH:21][CH:20]=[C:19]([I:23])[CH:18]=2)[CH2:14][CH2:13][CH2:12][O:11][C:7]2[CH:6]=[C:5]([CH2:4][C:3]([OH:38])=[O:2])[CH:10]=[CH:9][CH:8]=2)[CH:27]=[CH:28][CH:29]=[CH:30][CH:31]=1, predict the reactants needed to synthesize it. The reactants are: C[O:2][C:3](=[O:38])[CH2:4][C:5]1[CH:10]=[CH:9][CH:8]=[C:7]([O:11][CH2:12][CH2:13][CH2:14][N:15]([CH2:24][CH:25]([C:32]2[CH:37]=[CH:36][CH:35]=[CH:34][CH:33]=2)[C:26]2[CH:31]=[CH:30][CH:29]=[CH:28][CH:27]=2)[CH2:16][C:17]2[CH:22]=[CH:21][CH:20]=[C:19]([I:23])[CH:18]=2)[CH:6]=1.[OH-].[Na+]. (6) Given the product [Cl:1][C:2]1[N:3]=[CH:4][C:5]2[NH:23][C:11](=[O:12])[C:10]([F:17])([F:16])[CH2:9][N:8]([CH:18]3[CH2:22][CH2:21][CH2:20][CH2:19]3)[C:6]=2[N:7]=1, predict the reactants needed to synthesize it. The reactants are: [Cl:1][C:2]1[N:7]=[C:6]([N:8]([CH:18]2[CH2:22][CH2:21][CH2:20][CH2:19]2)[CH2:9][C:10]([F:17])([F:16])[C:11](OCC)=[O:12])[C:5]([N+:23]([O-])=O)=[CH:4][N:3]=1.Cl.CCOC(C)=O.CCOCC. (7) Given the product [CH2:1]([N:8]1[C:12]2[C:13](=[O:30])[N:14]([CH3:29])[C:15]([CH:24]([OH:41])[C:25]([O:27][CH3:28])=[O:26])=[C:16]([C:17]3[CH:22]=[CH:21][C:20]([Cl:23])=[CH:19][CH:18]=3)[C:11]=2[CH:10]=[CH:9]1)[C:2]1[CH:7]=[CH:6][CH:5]=[CH:4][CH:3]=1, predict the reactants needed to synthesize it. The reactants are: [CH2:1]([N:8]1[C:12]2[C:13](=[O:30])[N:14]([CH3:29])[C:15]([CH2:24][C:25]([O:27][CH3:28])=[O:26])=[C:16]([C:17]3[CH:22]=[CH:21][C:20]([Cl:23])=[CH:19][CH:18]=3)[C:11]=2[CH:10]=[CH:9]1)[C:2]1[CH:7]=[CH:6][CH:5]=[CH:4][CH:3]=1.[Li+].C[Si]([N-][Si](C)(C)C)(C)C.[O:41]1CCCC1. (8) The reactants are: [CH2:1]([N:3]1[C:7]2[CH:8]=[CH:9][C:10]([C:12]3[CH:13]=[N:14][N:15]([CH2:24][CH2:25]OS(C)(=O)=O)[C:16]=3[C:17]3[CH:18]=[C:19]([CH3:23])[CH:20]=[CH:21][CH:22]=3)=[CH:11][C:6]=2[N:5]([CH2:31][CH3:32])[C:4]1=[O:33])[CH3:2].[NH:34]1[CH2:39][CH2:38][O:37][CH2:36][CH2:35]1. Given the product [CH2:1]([N:3]1[C:7]2[CH:8]=[CH:9][C:10]([C:12]3[CH:13]=[N:14][N:15]([CH2:24][CH2:25][N:34]4[CH2:39][CH2:38][O:37][CH2:36][CH2:35]4)[C:16]=3[C:17]3[CH:18]=[C:19]([CH3:23])[CH:20]=[CH:21][CH:22]=3)=[CH:11][C:6]=2[N:5]([CH2:31][CH3:32])[C:4]1=[O:33])[CH3:2], predict the reactants needed to synthesize it. (9) Given the product [CH3:7][CH:8]1[C:16]2[CH:15]=[C:14]3[O:17][CH2:22][C:21](=[CH2:20])[CH2:23][O:18][C:13]3=[CH:12][C:11]=2[CH2:10][CH2:9]1, predict the reactants needed to synthesize it. The reactants are: C(=O)([O-])[O-].[K+].[K+].[CH3:7][CH:8]1[C:16]2[C:11](=[CH:12][C:13]([OH:18])=[C:14]([OH:17])[CH:15]=2)[CH2:10][CH2:9]1.Cl[CH2:20][C:21]([CH2:23]Cl)=[CH2:22].